From a dataset of Full USPTO retrosynthesis dataset with 1.9M reactions from patents (1976-2016). Predict the reactants needed to synthesize the given product. (1) Given the product [CH2:24]([O:23][C:4]([O:3][CH2:1][CH3:2])([C@@H:10]([NH:14][C@H:15]([C:17]1[CH:18]=[CH:19][CH:20]=[CH:21][CH:22]=1)[CH3:16])[CH2:11][CH2:12][CH3:13])[C:5]([O:7][CH3:8])=[O:6])[CH3:25], predict the reactants needed to synthesize it. The reactants are: [CH2:1]([O:3][C:4]([O:23][CH2:24][CH3:25])([C@@H:10]([NH:14][C@H:15]([C:17]1[CH:22]=[CH:21][CH:20]=[CH:19][CH:18]=1)[CH3:16])[CH2:11][CH2:12][CH3:13])[C:5]([O:7][CH2:8]C)=[O:6])[CH3:2].O.OS(O)(=O)=O. (2) Given the product [F:1][C:2]1[CH:3]=[C:4]([CH:10]2[CH2:12][CH:11]2[CH:13]=[O:14])[CH:5]=[CH:6][C:7]=1[O:8][CH3:9], predict the reactants needed to synthesize it. The reactants are: [F:1][C:2]1[CH:3]=[C:4]([CH:10]2[CH2:12][CH:11]2[CH2:13][OH:14])[CH:5]=[CH:6][C:7]=1[O:8][CH3:9].I(C1C=CC=CC=1C(O)=O)(=O)=O. (3) Given the product [Cl:16][C:17]1[CH:22]=[CH:21][CH:20]=[C:19]([Cl:23])[C:18]=1[CH2:24][CH2:15][C@H:9]1[C:10]2[C:5](=[CH:4][C:3]([O:2][CH3:1])=[C:12]([O:13][CH3:14])[CH:11]=2)[CH2:6][CH2:7][NH:8]1, predict the reactants needed to synthesize it. The reactants are: [CH3:1][O:2][C:3]1[CH:4]=[C:5]2[C:10](=[CH:11][C:12]=1[O:13][CH3:14])[C:9]([CH3:15])=[N:8][CH2:7][CH2:6]2.[Cl:16][C:17]1[CH:22]=[CH:21][CH:20]=[C:19]([Cl:23])[C:18]=1[CH2:24]Cl. (4) Given the product [CH2:1]([O:8][C:9]([NH:11][C:18](=[O:28])[C@@H:24]1[CH2:25][CH2:23][CH2:22][NH:21]1)=[O:10])[C:2]1[CH:3]=[CH:4][CH:5]=[CH:6][CH:7]=1, predict the reactants needed to synthesize it. The reactants are: [CH2:1]([O:8][C:9]([N:11]1[CH2:18]CC[C@H]1C(O)=O)=[O:10])[C:2]1[CH:7]=[CH:6][CH:5]=[CH:4][CH:3]=1.C([N:21]([CH2:24][CH3:25])[CH2:22][CH3:23])C.ClC(OCC)=[O:28]. (5) The reactants are: [CH2:1]([O:8][C@H:9]1[C@H:14]([O:15][CH2:16]C2C=CC=CC=2)[C@@H:13]([O:23][CH2:24][C:25]2[CH:30]=[CH:29][CH:28]=[CH:27][CH:26]=2)[C@@:12]([C:33]2[CH:38]=[CH:37][C:36]([Cl:39])=[C:35]([CH2:40][C:41]3[CH:46]=[CH:45][C:44]([O:47][CH2:48][CH3:49])=[C:43]([F:50])[C:42]=3[F:51])[CH:34]=2)([O:31][CH3:32])[O:11][C:10]1([CH2:54][OH:55])CO)C1C=CC=CC=1.F[C:57](F)(F)[C:58](O)=O. Given the product [CH2:1]([O:8][C@H:9]1[C@H:14]([O:15][CH2:16][C:58]2[CH:57]=[CH:54][CH:10]=[CH:9][CH:14]=2)[C@@H:13]([O:23][CH2:24][C:25]2[CH:26]=[CH:27][CH:28]=[CH:29][CH:30]=2)[C@:12]2([C:33]3[CH:38]=[CH:37][C:36]([Cl:39])=[C:35]([CH2:40][C:41]4[CH:46]=[CH:45][C:44]([O:47][CH2:48][CH3:49])=[C:43]([F:50])[C:42]=4[F:51])[CH:34]=3)[O:11][C@@:10]1([CH2:54][OH:55])[CH2:32][O:31]2)[C:25]1[CH:30]=[CH:29][CH:28]=[CH:27][CH:26]=1, predict the reactants needed to synthesize it.